Predict the reactants needed to synthesize the given product. From a dataset of Full USPTO retrosynthesis dataset with 1.9M reactions from patents (1976-2016). (1) Given the product [N:16]1([NH:17][C:45]([C:44]2[C:43]3[C:38](=[CH:39][CH:40]=[CH:41][CH:42]=3)[N:37]=[C:36]([C:48]3[CH:53]=[CH:52][CH:51]=[CH:50][CH:49]=3)[C:35]=2[CH2:34][N:31]2[CH2:32][CH2:33][N:28]([CH:26]([CH3:25])[CH3:27])[CH2:29][CH2:30]2)=[O:46])[CH2:14][CH2:13][CH2:12][CH2:11][CH2:10][CH2:15]1, predict the reactants needed to synthesize it. The reactants are: CN(C(ON1[N:17]=[N:16][C:15]2[C:10]1=[CH:11][CH:12]=[CH:13][CH:14]=2)=[N+](C)C)C.F[P-](F)(F)(F)(F)F.[CH3:25][CH:26]([N:28]1[CH2:33][CH2:32][N:31]([CH2:34][C:35]2[C:36]([C:48]3[CH:53]=[CH:52][CH:51]=[CH:50][CH:49]=3)=[N:37][C:38]3[C:43]([C:44]=2[C:45](O)=[O:46])=[CH:42][CH:41]=[CH:40][CH:39]=3)[CH2:30][CH2:29]1)[CH3:27].NN1CCCCCC1.CCN(CC)CC. (2) Given the product [CH2:1]([O:8][C:9]([N:11]1[C:15]2([CH2:16][CH2:17][N:18]([CH3:21])[CH2:19][CH2:20]2)[S:14][CH2:13][CH:12]1[C:22](=[O:24])[NH:41][C:42]1[S:43][CH:44]=[C:45]([C:47]2[CH:48]=[CH:49][C:50]([C:53](=[O:58])[NH:54][CH:55]3[CH2:57][CH2:56]3)=[CH:51][CH:52]=2)[N:46]=1)=[O:10])[C:2]1[CH:7]=[CH:6][CH:5]=[CH:4][CH:3]=1, predict the reactants needed to synthesize it. The reactants are: [CH2:1]([O:8][C:9]([N:11]1[C:15]2([CH2:20][CH2:19][N:18]([CH3:21])[CH2:17][CH2:16]2)[S:14][CH2:13][C@H:12]1[C:22]([OH:24])=O)=[O:10])[C:2]1[CH:7]=[CH:6][CH:5]=[CH:4][CH:3]=1.C(OC(N1C(C(=O)[NH:41][C:42]2[S:43][CH:44]=[C:45]([C:47]3[CH:52]=[CH:51][C:50]([C:53](=[O:58])[NH:54][CH:55]4[CH2:57][CH2:56]4)=[CH:49][CH:48]=3)[N:46]=2)CSC1C1C=CC=C(CN2CCOCC2)C=1)=O)C1C=CC=CC=1. (3) Given the product [Cl:16][C:17]1[CH:18]=[CH:19][CH:20]=[C:21]2[C:25]=1[N:24]([C:26]([O:28][C:29]([CH3:32])([CH3:31])[CH3:30])=[O:27])[CH:23]=[C:22]2[C:2]1[N:11]=[CH:10][C:9]2[NH:8][CH2:7][CH:6]3[CH2:12][O:13][CH2:14][CH2:15][N:5]3[C:4]=2[N:3]=1, predict the reactants needed to synthesize it. The reactants are: Cl[C:2]1[N:11]=[CH:10][C:9]2[NH:8][CH2:7][CH:6]3[CH2:12][O:13][CH2:14][CH2:15][N:5]3[C:4]=2[N:3]=1.[Cl:16][C:17]1[CH:18]=[CH:19][CH:20]=[C:21]2[C:25]=1[N:24]([C:26]([O:28][C:29]([CH3:32])([CH3:31])[CH3:30])=[O:27])[CH:23]=[C:22]2B1OC(C)(C)C(C)(C)O1. (4) Given the product [CH3:17][C:6]1[N:7]([CH2:9][O:10][CH2:11][CH2:12][Si:13]([CH3:16])([CH3:15])[CH3:14])[CH:8]=[C:4]2[CH2:3][CH2:2][NH:1][C:18](=[O:20])[C:5]=12, predict the reactants needed to synthesize it. The reactants are: [NH2:1][CH2:2][CH2:3][C:4]1[C:5]([C:18]([O:20]CC)=O)=[C:6]([CH3:17])[N:7]([CH2:9][O:10][CH2:11][CH2:12][Si:13]([CH3:16])([CH3:15])[CH3:14])[CH:8]=1.O.[OH-].[Li+]. (5) Given the product [O:13]1[CH2:18][CH2:17][N:16]([CH2:19][CH2:20][CH2:21][C:22]([NH:2][C@@H:3]2[CH2:4][CH2:5][C@H:6]([C:9]([O:11][CH3:12])=[O:10])[CH2:7][CH2:8]2)=[O:23])[CH2:15][CH2:14]1, predict the reactants needed to synthesize it. The reactants are: Cl.[NH2:2][C@@H:3]1[CH2:8][CH2:7][C@H:6]([C:9]([O:11][CH3:12])=[O:10])[CH2:5][CH2:4]1.[O:13]1[CH2:18][CH2:17][N:16]([CH2:19][CH2:20][CH2:21][C:22](O)=[O:23])[CH2:15][CH2:14]1.C(N(CC)CC)C.Cl.CN(C)CCCN=C=NCC. (6) Given the product [CH3:9][C:4]1[N:3]=[C:2]2[N:1]=[C:13]([CH2:12][C:10]#[N:11])[NH:8][C:7]2=[CH:6][CH:5]=1, predict the reactants needed to synthesize it. The reactants are: [NH2:1][C:2]1[C:7]([NH2:8])=[CH:6][CH:5]=[C:4]([CH3:9])[N:3]=1.[C:10]([CH2:12][C:13](OCC)=O)#[N:11].